Dataset: Full USPTO retrosynthesis dataset with 1.9M reactions from patents (1976-2016). Task: Predict the reactants needed to synthesize the given product. (1) Given the product [CH:9]1([CH2:4][NH:3][C:2]2[N:7]=[C:6]([NH:19][C:20]3[CH:28]=[CH:27][CH:26]=[C:25]4[C:21]=3[CH2:22][CH:23]([OH:29])[CH2:24]4)[CH:5]=[C:4]([C:9]3[CH:14]=[CH:13][C:12]([C:15]([F:18])([F:17])[F:16])=[CH:11][CH:10]=3)[N:3]=2)[CH2:14][CH2:13][CH2:12][CH2:11][CH2:10]1, predict the reactants needed to synthesize it. The reactants are: Cl[C:2]1[N:7]=[C:6](Cl)[CH:5]=[C:4]([C:9]2[CH:14]=[CH:13][C:12]([C:15]([F:18])([F:17])[F:16])=[CH:11][CH:10]=2)[N:3]=1.[NH2:19][C:20]1[CH:28]=[CH:27][CH:26]=[C:25]2[C:21]=1[CH2:22][CH:23]([OH:29])[CH2:24]2. (2) Given the product [C:1]1([C:22]2[CH:23]=[CH:24][CH:25]=[CH:26][CH:27]=2)[CH:6]=[CH:5][C:4]([NH:7][C:8]2[CH:13]=[N:12][CH:11]=[C:10]3[S:14][C:15]([C:17](=[O:21])[CH:18]([C:19]#[N:20])[C:35]([NH:34][C:28]4[CH:33]=[CH:32][CH:31]=[CH:30][CH:29]=4)=[O:36])=[CH:16][C:9]=23)=[CH:3][CH:2]=1.[CH2:28]([NH+:12]([CH2:11][CH3:10])[CH2:13][CH3:8])[CH3:29], predict the reactants needed to synthesize it. The reactants are: [C:1]1([C:22]2[CH:27]=[CH:26][CH:25]=[CH:24][CH:23]=2)[CH:6]=[CH:5][C:4]([NH:7][C:8]2[CH:13]=[N:12][CH:11]=[C:10]3[S:14][C:15]([C:17](=[O:21])[CH2:18][C:19]#[N:20])=[CH:16][C:9]=23)=[CH:3][CH:2]=1.[C:28]1([N:34]=[C:35]=[O:36])[CH:33]=[CH:32][CH:31]=[CH:30][CH:29]=1. (3) Given the product [CH3:25][C:21]1[N:20]=[C:19]([NH:18][CH:4]=[CH:5][CH:6]=[C:7]([C:8]([O:10][CH2:11][CH3:12])=[O:9])[C:13]([O:15][CH2:16][CH3:17])=[O:14])[CH:24]=[CH:23][CH:22]=1, predict the reactants needed to synthesize it. The reactants are: C(O[CH:4]=[CH:5][CH:6]=[C:7]([C:13]([O:15][CH2:16][CH3:17])=[O:14])[C:8]([O:10][CH2:11][CH3:12])=[O:9])C.[NH2:18][C:19]1[CH:24]=[CH:23][CH:22]=[C:21]([CH3:25])[N:20]=1. (4) Given the product [C:15]1([NH:7][C:2]2[C:1]([C:8]3[CH:9]=[CH:10][CH:11]=[CH:12][CH:13]=3)=[CH:6][CH:5]=[CH:4][CH:3]=2)[CH:20]=[CH:19][CH:18]=[CH:17][CH:16]=1, predict the reactants needed to synthesize it. The reactants are: [C:1]1([C:8]2[CH:13]=[CH:12][CH:11]=[CH:10][CH:9]=2)[C:2]([NH2:7])=[CH:3][CH:4]=[CH:5][CH:6]=1.Br[C:15]1[CH:20]=[CH:19][CH:18]=[CH:17][CH:16]=1.C(O[Na])(C)(C)C. (5) The reactants are: [F:1][C:2]([F:10])([F:9])[C:3]1[O:7][C:6]([NH2:8])=[N:5][CH:4]=1.[F:11][C:12]1[CH:13]=[CH:14][C:15]2[CH:16]([C:27](O)=[O:28])[C:17]3[C:22]([O:23][C:24]=2[CH:25]=1)=[CH:21][C:20]([F:26])=[CH:19][CH:18]=3. Given the product [F:1][C:2]([F:10])([F:9])[C:3]1[O:7][C:6]([NH:8][C:27]([CH:16]2[C:17]3[CH:18]=[CH:19][C:20]([F:26])=[CH:21][C:22]=3[O:23][C:24]3[C:15]2=[CH:14][CH:13]=[C:12]([F:11])[CH:25]=3)=[O:28])=[N:5][CH:4]=1, predict the reactants needed to synthesize it. (6) Given the product [CH2:9]([C@H:5]1[C@@:4]([CH2:1][CH3:3])([OH:12])[CH2:8][CH2:7][N:6]1[C:14]1[CH:21]=[CH:20][C:17]([C:18]#[N:19])=[C:16]([O:22][CH3:23])[CH:15]=1)[CH3:11], predict the reactants needed to synthesize it. The reactants are: [CH:1]1([C@:4]2([OH:12])[CH2:8][CH2:7][NH:6][C@H:5]2[CH:9]([CH3:11])C)[CH2:3]C1.F[C:14]1[CH:21]=[CH:20][C:17]([C:18]#[N:19])=[C:16]([O:22][CH3:23])[CH:15]=1.C(=O)([O-])[O-].[Li+].[Li+]. (7) Given the product [O:8]1[CH:3]([CH2:2][N:16]2[CH2:17][CH2:18][CH2:19][N:13]([C:20]([O:22][C:23]([CH3:26])([CH3:25])[CH3:24])=[O:21])[CH2:14][CH2:15]2)[CH2:4][O:5][C:6]2[CH:12]=[CH:11][CH:10]=[CH:9][C:7]1=2, predict the reactants needed to synthesize it. The reactants are: Br[CH2:2][CH:3]1[O:8][C:7]2[CH:9]=[CH:10][CH:11]=[CH:12][C:6]=2[O:5][CH2:4]1.[N:13]1([C:20]([O:22][C:23]([CH3:26])([CH3:25])[CH3:24])=[O:21])[CH2:19][CH2:18][CH2:17][NH:16][CH2:15][CH2:14]1.CCN(C(C)C)C(C)C.O.